From a dataset of Catalyst prediction with 721,799 reactions and 888 catalyst types from USPTO. Predict which catalyst facilitates the given reaction. (1) Reactant: [F:1][C:2]([F:19])([F:18])[C:3]([NH:5][CH2:6][CH:7]=[CH:8][C:9]1[CH:14]=[CH:13][CH:12]=[C:11]([N+:15]([O-])=O)[CH:10]=1)=[O:4].[C:20]1([CH2:26][CH2:27][CH:28]=O)[CH:25]=[CH:24][CH:23]=[CH:22][CH:21]=1. Product: [F:1][C:2]([F:19])([F:18])[C:3]([NH:5][CH2:6][CH2:7][CH2:8][C:9]1[CH:14]=[CH:13][CH:12]=[C:11]([NH:15][CH2:28][CH2:27][CH2:26][C:20]2[CH:25]=[CH:24][CH:23]=[CH:22][CH:21]=2)[CH:10]=1)=[O:4]. The catalyst class is: 25. (2) Reactant: O=[CH:2][C@@H:3]([C@H:5]([C@@H:7]([C@@H:9]([CH2:11]O)O)[OH:8])O)O.OP([O-])(O)=O.[K+].[O-]S([O-])(=O)=O.[Mg+2].[C:25]([OH:37])(=[O:36])[CH2:26][C:27](CC(O)=O)(C(O)=O)O.CC1[N+:43](CC2C=NC(C)=NC=2N)=CSC=1CCO.Cl.[Cl-]. Product: [NH2:43][C@H:26]([C:25]([OH:37])=[O:36])[CH2:27][C:2]1[CH:3]=[CH:5][C:7]([OH:8])=[CH:9][CH:11]=1. The catalyst class is: 6. (3) Reactant: [CH:1]1([C:5]2[C:26]([C:27]3[NH:35][C:30]4[CH2:31][NH:32][CH2:33][CH2:34][C:29]=4[N:28]=3)=[CH:25][C:8]([C:9]([N:11]3[CH2:16][CH2:15][CH:14]([C:17]4[CH:24]=[CH:23][C:20]([C:21]#[N:22])=[CH:19][CH:18]=4)[CH2:13][CH2:12]3)=[O:10])=[C:7]([CH3:36])[CH:6]=2)[CH2:4][CH2:3][CH2:2]1.[BH-](OC(C)=O)(OC(C)=O)O[C:39](C)=O.[Na+].C=O. Product: [CH:1]1([C:5]2[C:26]([C:27]3[NH:35][C:30]4[CH2:31][N:32]([CH3:39])[CH2:33][CH2:34][C:29]=4[N:28]=3)=[CH:25][C:8]([C:9]([N:11]3[CH2:12][CH2:13][CH:14]([C:17]4[CH:24]=[CH:23][C:20]([C:21]#[N:22])=[CH:19][CH:18]=4)[CH2:15][CH2:16]3)=[O:10])=[C:7]([CH3:36])[CH:6]=2)[CH2:2][CH2:3][CH2:4]1. The catalyst class is: 7. (4) Reactant: ClC1[C:7]([C:8]([N:10]([CH3:14])[CH2:11][C:12]#[CH:13])=[O:9])=[C:6]([Cl:15])[N:5]=[CH:4]N=1. Product: [Cl:15][C:6]1[C:7]2[C:8](=[O:9])[N:10]([CH3:14])[CH2:11][C:12]=2[CH:13]=[CH:4][N:5]=1. The catalyst class is: 641. (5) Reactant: Br[C:2]1[C:3]([O:19][CH3:20])=[C:4]2[C:8](=[CH:9][CH:10]=1)[N:7]([CH2:11][O:12][CH2:13][CH2:14][Si:15]([CH3:18])([CH3:17])[CH3:16])[N:6]=[CH:5]2.C([Li])CCC.CN([CH:29]=[O:30])C. Product: [CH3:20][O:19][C:3]1[C:2]([CH:29]=[O:30])=[CH:10][CH:9]=[C:8]2[C:4]=1[CH:5]=[N:6][N:7]2[CH2:11][O:12][CH2:13][CH2:14][Si:15]([CH3:18])([CH3:17])[CH3:16]. The catalyst class is: 1. (6) Reactant: [CH:1]1([CH2:4][OH:5])[CH2:3][CH2:2]1.[Br:6][C:7]1[CH:8]=[C:9](O)[C:10]([CH3:13])=[N:11][CH:12]=1.C1(P(C2C=CC=CC=2)C2C=CC=CC=2)C=CC=CC=1.N(C(OCC)=O)=NC(OCC)=O. The catalyst class is: 20. Product: [Br:6][C:7]1[CH:8]=[C:9]([O:5][CH2:4][CH:1]2[CH2:3][CH2:2]2)[C:10]([CH3:13])=[N:11][CH:12]=1. (7) Reactant: CC1C=CC(S(O[CH2:12][CH:13]2[O:18][C:17]3[C:19]([F:24])=[C:20]([F:23])[CH:21]=[CH:22][C:16]=3[O:15][CH2:14]2)(=O)=O)=CC=1.[CH2:25]([NH2:28])[CH2:26][CH3:27]. Product: [F:23][C:20]1[CH:21]=[CH:22][C:16]2[O:15][CH2:14][CH:13]([CH2:12][NH:28][CH2:25][CH2:26][CH3:27])[O:18][C:17]=2[C:19]=1[F:24]. The catalyst class is: 10. (8) Reactant: C([O:8][C:9]1[CH:51]=[CH:50][C:12]([CH2:13][NH:14][C:15]2([CH2:44][CH2:45][C:46]([CH3:49])([CH3:48])[CH3:47])[C:24]3[C:19](=[CH:20][CH:21]=[CH:22][CH:23]=3)[C:18]([OH:25])=[C:17]([C:26]3[NH:31][C:30]4[CH:32]=[CH:33][C:34]([NH:36][S:37]([CH3:40])(=[O:39])=[O:38])=[CH:35][C:29]=4[S:28](=[O:42])(=[O:41])[N:27]=3)[C:16]2=[O:43])=[CH:11][CH:10]=1)C1C=CC=CC=1. Product: [CH3:47][C:46]([CH3:49])([CH3:48])[CH2:45][CH2:44][C:15]1([NH:14][CH2:13][C:12]2[CH:11]=[CH:10][C:9]([OH:8])=[CH:51][CH:50]=2)[C:24]2[C:19](=[CH:20][CH:21]=[CH:22][CH:23]=2)[C:18]([OH:25])=[C:17]([C:26]2[NH:31][C:30]3[CH:32]=[CH:33][C:34]([NH:36][S:37]([CH3:40])(=[O:39])=[O:38])=[CH:35][C:29]=3[S:28](=[O:42])(=[O:41])[N:27]=2)[C:16]1=[O:43]. The catalyst class is: 19. (9) Reactant: [CH2:1]([O:8][NH:9][C@H:10]1[CH2:15][N:14]([C:16]([O:18][C:19]([CH3:22])([CH3:21])[CH3:20])=[O:17])[C@H:13]([C:23]([OH:25])=[O:24])[CH2:12][CH2:11]1)[C:2]1[CH:7]=[CH:6][CH:5]=[CH:4][CH:3]=1.[CH2:26](Br)[CH:27]=[CH2:28].C(N(C(C)C)CC)(C)C. Product: [CH2:1]([O:8][NH:9][C@H:10]1[CH2:15][N:14]([C:16]([O:18][C:19]([CH3:21])([CH3:22])[CH3:20])=[O:17])[C@H:13]([C:23]([O:25][CH2:28][CH:27]=[CH2:26])=[O:24])[CH2:12][CH2:11]1)[C:2]1[CH:3]=[CH:4][CH:5]=[CH:6][CH:7]=1. The catalyst class is: 115. (10) Reactant: [N:1]12[CH2:8][CH2:7][CH:4]([CH2:5][CH2:6]1)[CH:3]([NH:9][C:10](=[O:21])[C:11]1[CH:16]=[CH:15][C:14]([I:17])=[C:13]([N+:18]([O-])=O)[CH:12]=1)[CH2:2]2.O.O.[Sn](Cl)Cl. Product: [NH2:18][C:13]1[CH:12]=[C:11]([CH:16]=[CH:15][C:14]=1[I:17])[C:10]([NH:9][CH:3]1[CH:4]2[CH2:7][CH2:8][N:1]([CH2:6][CH2:5]2)[CH2:2]1)=[O:21]. The catalyst class is: 3.